This data is from Rat liver microsome stability data. The task is: Regression/Classification. Given a drug SMILES string, predict its absorption, distribution, metabolism, or excretion properties. Task type varies by dataset: regression for continuous measurements (e.g., permeability, clearance, half-life) or binary classification for categorical outcomes (e.g., BBB penetration, CYP inhibition). Dataset: rlm. (1) The molecule is COc1cccc(C#Cc2cccc(C(=O)N3CCN(c4ccccn4)CC3)c2)c1. The result is 1 (stable in rat liver microsomes). (2) The molecule is COc1c(Cl)cc2c([nH]c3cnccc32)c1NC(=O)c1cccnc1C. The result is 0 (unstable in rat liver microsomes). (3) The drug is C#Cc1ccc(Nc2c(C(=O)NOCCO)c3n(c(=O)c2F)CCC3)c(F)c1. The result is 0 (unstable in rat liver microsomes).